From a dataset of Reaction yield outcomes from USPTO patents with 853,638 reactions. Predict the reaction yield, written as a fraction of the theoretical maximum amount of product (1.0 means a 100% yield; for example, 0.34 means a 34% yield). (1) The reactants are Cl.[CH2:2]([O:4][C:5]([C:8]1[N:12]([CH2:13][CH:14]2[CH2:19][CH2:18][O:17][CH2:16][CH2:15]2)[C:11]2[CH:20]=[CH:21][C:22]([NH:24][CH3:25])=[CH:23][C:10]=2[N:9]=1)([CH3:7])[CH3:6])[CH3:3].[C:26]([NH:29][C:30]1[CH:35]=[CH:34][C:33]([S:36](Cl)(=[O:38])=[O:37])=[CH:32][CH:31]=1)(=[O:28])[CH3:27]. The catalyst is CN(C1C=CN=CC=1)C.CC#N. The product is [CH2:2]([O:4][C:5]([C:8]1[N:12]([CH2:13][CH:14]2[CH2:19][CH2:18][O:17][CH2:16][CH2:15]2)[C:11]2[CH:20]=[CH:21][C:22]([N:24]([CH3:25])[S:36]([C:33]3[CH:32]=[CH:31][C:30]([NH:29][C:26](=[O:28])[CH3:27])=[CH:35][CH:34]=3)(=[O:38])=[O:37])=[CH:23][C:10]=2[N:9]=1)([CH3:6])[CH3:7])[CH3:3]. The yield is 0.550. (2) The reactants are Cl[C:2]1[C:7]([N+:8]([O-:10])=[O:9])=[CH:6][N:5]=[C:4]2[CH:11]=[CH:12][S:13][C:3]=12.OC(C(F)(F)F)=O.[NH2:21][C@H:22]1[CH2:27][CH2:26][C@H:25]([CH2:28][C:29]#[N:30])[CH2:24][CH2:23]1.C(N(CC)C(C)C)(C)C. The catalyst is C(O)(C)C. The product is [N+:8]([C:7]1[C:2]([NH:21][C@H:22]2[CH2:27][CH2:26][C@H:25]([CH2:28][C:29]#[N:30])[CH2:24][CH2:23]2)=[C:3]2[S:13][CH:12]=[CH:11][C:4]2=[N:5][CH:6]=1)([O-:10])=[O:9]. The yield is 0.770. (3) The reactants are [CH3:1][C:2]1[CH:3]=[N:4][N:5]([CH:7]2[CH2:12][CH2:11][CH2:10][CH2:9][O:8]2)[CH:6]=1.O1CCCC1.C([Li])CCC.[CH2:23]([Sn:27](Cl)([CH2:32][CH2:33][CH2:34][CH3:35])[CH2:28][CH2:29][CH2:30][CH3:31])[CH2:24][CH2:25][CH3:26]. No catalyst specified. The product is [CH3:1][C:2]1[CH:3]=[N:4][N:5]([CH:7]2[CH2:12][CH2:11][CH2:10][CH2:9][O:8]2)[C:6]=1[Sn:27]([CH2:28][CH2:29][CH2:30][CH3:31])([CH2:32][CH2:33][CH2:34][CH3:35])[CH2:23][CH2:24][CH2:25][CH3:26]. The yield is 0.740.